Dataset: Catalyst prediction with 721,799 reactions and 888 catalyst types from USPTO. Task: Predict which catalyst facilitates the given reaction. (1) Reactant: [CH2:1]([N:3]([CH2:20][CH3:21])[C:4]([C:6]1[CH:19]=[CH:18][C:9](C(Cl)C2C=CC=CC=2)=[CH:8][CH:7]=1)=[O:5])[CH3:2].[I-].[Na+].C(N(C(C)C)CC)(C)C.C(N1C[C@@H](C)NC[C@@H]1C)C=C.C(N1C[C@H](C)NC[C@H]1C)C=C.C1(C)C=CC(C([C@@](C(O)=O)(O)[C@@](C(C2C=CC(C)=CC=2)=O)(O)C(O)=O)=O)=CC=1. Product: [CH2:20]([N:3]([CH2:1][CH3:2])[C:4](=[O:5])[C:6]1[CH:19]=[CH:18][CH:9]=[CH:8][CH:7]=1)[CH3:21]. The catalyst class is: 10. (2) Reactant: [Br:1][C:2]1[CH:3]=[C:4]([C:7]([NH:9][C@@H:10]([CH2:20][C:21]2[CH:26]=[CH:25][CH:24]=[CH:23][CH:22]=2)[CH2:11][NH:12][C:13](=[O:19])[O:14][C:15]([CH3:18])([CH3:17])[CH3:16])=[O:8])[S:5][CH:6]=1.N[C@@H](CC1C=CC([Cl:48])=CC=1Cl)CN1C(=O)C2C(=CC=CC=2)C1=O.C1C(=O)N(Cl)C(=O)C1. Product: [Br:1][C:2]1[CH:3]=[C:4]([C:7]([NH:9][C@@H:10]([CH2:20][C:21]2[CH:22]=[CH:23][CH:24]=[CH:25][CH:26]=2)[CH2:11][NH:12][C:13](=[O:19])[O:14][C:15]([CH3:18])([CH3:17])[CH3:16])=[O:8])[S:5][C:6]=1[Cl:48]. The catalyst class is: 3. (3) Reactant: [F:1][C:2]1[CH:10]=[C:9]2[C:5]([CH2:6][N:7]([C@@H:12]3[CH2:17][CH2:16][CH2:15][N:14](C(OC(C)(C)C)=O)[CH2:13]3)[C:8]2=[O:11])=[CH:4][CH:3]=1.[ClH:25]. Product: [ClH:25].[F:1][C:2]1[CH:10]=[C:9]2[C:5]([CH2:6][N:7]([C@@H:12]3[CH2:17][CH2:16][CH2:15][NH:14][CH2:13]3)[C:8]2=[O:11])=[CH:4][CH:3]=1. The catalyst class is: 61. (4) Reactant: [CH3:1][C:2]1[C:6]([C:7]2[CH:8]=[C:9]3[C:15]([S:16][C:17]4[CH:22]=[CH:21][CH:20]=[CH:19][CH:18]=4)=[CH:14][NH:13][C:10]3=[N:11][CH:12]=2)=[C:5]([CH3:23])[O:4][N:3]=1.Br[C:25]1[CH:26]=[N:27][N:28]([CH3:30])[CH:29]=1.CNCCNC.[O-]P([O-])([O-])=O.[K+].[K+].[K+].C(=O)([O-])[O-].[K+].[K+]. Product: [CH3:1][C:2]1[C:6]([C:7]2[CH:8]=[C:9]3[C:15]([S:16][C:17]4[CH:18]=[CH:19][CH:20]=[CH:21][CH:22]=4)=[CH:14][N:13]([C:25]4[CH:26]=[N:27][N:28]([CH3:30])[CH:29]=4)[C:10]3=[N:11][CH:12]=2)=[C:5]([CH3:23])[O:4][N:3]=1. The catalyst class is: 432.